This data is from Reaction yield outcomes from USPTO patents with 853,638 reactions. The task is: Predict the reaction yield, written as a fraction of the theoretical maximum amount of product (1.0 means a 100% yield; for example, 0.34 means a 34% yield). (1) The reactants are [CH2:1]([C:10]1[CH:11]=[C:12]([CH3:17])[C:13]([OH:16])=[CH:14][CH:15]=1)[CH2:2][CH2:3][CH2:4][CH2:5][CH2:6][CH2:7][CH2:8][CH3:9].[CH2:18]=[O:19]. The catalyst is CC1C=CC(O)=CC=1.CC1C=CC(O)=CC=1.CC1C=CC(O)=CC=1.CC1C=CC(O)=CC=1.[Ti].C1(C)C=CC=CC=1. The product is [CH3:17][C:12]1[CH:11]=[C:10]([CH2:1][CH2:2][CH2:3][CH2:4][CH2:5][CH2:6][CH2:7][CH2:8][CH3:9])[CH:15]=[C:14]([CH:18]=[O:19])[C:13]=1[OH:16]. The yield is 0.700. (2) The reactants are [C:1](N)(=[O:3])[CH3:2].C=O.O.[NH:8]([CH2:13][C:14]([OH:16])=[O:15])[CH2:9][C:10]([OH:12])=[O:11].C(NCC(O)=O)(=O)C.CN(CC(O)=O)CC(O)=O. The catalyst is COCCOC. The product is [C:1]([N:8]([CH2:13][C:14]([OH:16])=[O:15])[CH2:9][C:10]([OH:12])=[O:11])(=[O:3])[CH3:2]. The yield is 0.770. (3) The reactants are I[C:2]1[C:7]([CH3:8])=[CH:6][C:5]([C:9]2[CH:14]=[CH:13][CH:12]=[C:11]([C:15]([F:18])([F:17])[F:16])[CH:10]=2)=[CH:4][C:3]=1[O:19][CH3:20].C([Li])CCC.[C:26](=[O:28])=[O:27]. The catalyst is C1COCC1. The product is [CH3:20][O:19][C:3]1[CH:4]=[C:5]([C:9]2[CH:14]=[CH:13][CH:12]=[C:11]([C:15]([F:18])([F:17])[F:16])[CH:10]=2)[CH:6]=[C:7]([CH3:8])[C:2]=1[C:26]([OH:28])=[O:27]. The yield is 0.480. (4) The reactants are [N:1]1[CH:6]=[CH:5][CH:4]=[CH:3][C:2]=1[CH:7]=[CH:8][CH2:9][CH2:10][C:11]([O:13][CH2:14][CH3:15])=[O:12].C([O-])=O.[NH4+]. The catalyst is C(O)C.O.[C].[Pd]. The product is [N:1]1[CH:6]=[CH:5][CH:4]=[CH:3][C:2]=1[CH2:7][CH2:8][CH2:9][CH2:10][C:11]([O:13][CH2:14][CH3:15])=[O:12]. The yield is 0.940. (5) The reactants are [NH2:1][C:2]1[CH:7]=[N:6][C:5]([C:8]#[N:9])=[CH:4][N:3]=1.C(Cl)Cl.N1C=CC=CC=1.[C:19]1([O:25][C:26](Cl)=[O:27])[CH:24]=[CH:23][CH:22]=[CH:21][CH:20]=1. The catalyst is C1COCC1.O. The product is [C:19]1([O:25][C:26](=[O:27])[NH:1][C:2]2[CH:7]=[N:6][C:5]([C:8]#[N:9])=[CH:4][N:3]=2)[CH:24]=[CH:23][CH:22]=[CH:21][CH:20]=1. The yield is 0.540.